Dataset: Catalyst prediction with 721,799 reactions and 888 catalyst types from USPTO. Task: Predict which catalyst facilitates the given reaction. (1) Reactant: [Br:1][C:2]1[C:7]([O:8][CH2:9][CH:10]2[CH2:12][CH2:11]2)=[CH:6][CH:5]=[CH:4][C:3]=1[CH2:13][CH2:14][NH2:15].C=O.[C:18](O)(C(F)(F)F)=O. Product: [Br:1][C:2]1[C:7]([O:8][CH2:9][CH:10]2[CH2:12][CH2:11]2)=[CH:6][CH:5]=[C:4]2[C:3]=1[CH2:13][CH2:14][NH:15][CH2:18]2. The catalyst class is: 2. (2) Reactant: [NH2:1][CH2:2][CH2:3][CH2:4][OH:5].C(N(CC)CC)C.[N+:13]([C:16]1[CH:23]=[CH:22][CH:21]=[CH:20][C:17]=1[CH2:18]Cl)([O-:15])=[O:14].O.Cl. Product: [N+:13]([C:16]1[CH:23]=[CH:22][CH:21]=[CH:20][C:17]=1[CH2:18][NH:1][CH2:2][CH2:3][CH2:4][OH:5])([O-:15])=[O:14]. The catalyst class is: 7. (3) Reactant: Br[C:2]1[CH:3]=[C:4]([S:9][CH3:10])[CH:5]=[CH:6][C:7]=1[F:8].C([Li])(C)(C)C.CON(C)[C:19]([CH:21]1[CH2:26][CH2:25][N:24]([C:27]([O:29][C:30]([CH3:33])([CH3:32])[CH3:31])=[O:28])[CH2:23][CH2:22]1)=[O:20]. Product: [F:8][C:7]1[CH:6]=[CH:5][C:4]([S:9][CH3:10])=[CH:3][C:2]=1[C:19]([CH:21]1[CH2:26][CH2:25][N:24]([C:27]([O:29][C:30]([CH3:33])([CH3:32])[CH3:31])=[O:28])[CH2:23][CH2:22]1)=[O:20]. The catalyst class is: 1.